This data is from Full USPTO retrosynthesis dataset with 1.9M reactions from patents (1976-2016). The task is: Predict the reactants needed to synthesize the given product. Given the product [Cl:12][C:8]1[CH:9]=[C:10]([CH3:11])[C:2]2[NH:1][C:14](=[O:13])[O:5][C:4](=[O:6])[C:3]=2[CH:7]=1, predict the reactants needed to synthesize it. The reactants are: [NH2:1][C:2]1[C:10]([CH3:11])=[CH:9][C:8]([Cl:12])=[CH:7][C:3]=1[C:4]([OH:6])=[O:5].[O:13]=[C:14](Cl)OC(Cl)(Cl)Cl.